Dataset: Catalyst prediction with 721,799 reactions and 888 catalyst types from USPTO. Task: Predict which catalyst facilitates the given reaction. (1) Reactant: COC(=O)C1[CH:9]=[CH:8][C:7]([NH:10][C:11](=[O:35])[CH:12]([N:20]2[CH2:24][C:23]([O:25][C:26]3[C:31]([F:32])=[CH:30][CH:29]=[CH:28][C:27]=3[F:33])=[CH:22][C:21]2=[O:34])[CH2:13][CH:14]2[CH2:19][CH2:18][O:17][CH2:16][CH2:15]2)=[N:6]C=1.CN(C)CCCN=C=NCC.ON1C2C=CC=CC=2N=N1.NC1C=C[N:61]([CH2:64][C:65]([CH3:68])([OH:67])[CH3:66])N=1. Product: [F:32][C:31]1[CH:30]=[CH:29][CH:28]=[C:27]([F:33])[C:26]=1[O:25][C:23]1[CH2:24][N:20]([CH:12]([CH2:13][CH:14]2[CH2:15][CH2:16][O:17][CH2:18][CH2:19]2)[C:11]([NH:10][C:7]2[CH:8]=[CH:9][N:61]([CH2:64][C:65]([OH:67])([CH3:68])[CH3:66])[N:6]=2)=[O:35])[C:21](=[O:34])[CH:22]=1. The catalyst class is: 4. (2) Reactant: CS(O[CH2:6][C@@H:7]([NH:14][C:15]([O:17][C:18]([CH3:21])([CH3:20])[CH3:19])=[O:16])[C:8]1[CH:13]=[CH:12][CH:11]=[CH:10][CH:9]=1)(=O)=O.[N-:22]=[N+:23]=[N-:24].[Na+]. Product: [N:22]([CH2:6][C@@H:7]([NH:14][C:15](=[O:16])[O:17][C:18]([CH3:21])([CH3:20])[CH3:19])[C:8]1[CH:13]=[CH:12][CH:11]=[CH:10][CH:9]=1)=[N+:23]=[N-:24]. The catalyst class is: 18. (3) Reactant: [H-].[Na+].[Cl:3][CH2:4][C:5]1([CH3:11])[O:9][C:8](=[O:10])[NH:7][CH2:6]1.[CH3:12][O:13][C:14]1[CH:21]=[CH:20][C:17]([CH2:18]Cl)=[CH:16][CH:15]=1. Product: [Cl:3][CH2:4][C:5]1([CH3:11])[O:9][C:8](=[O:10])[N:7]([CH2:18][C:17]2[CH:20]=[CH:21][C:14]([O:13][CH3:12])=[CH:15][CH:16]=2)[CH2:6]1. The catalyst class is: 9. (4) Reactant: [C:1]1([O:7][C:8](=[O:25])[NH:9][C:10]2[S:14][N:13]=[C:12]([O:15]CC3C=CC=CC=3)[C:11]=2[C:23]#[N:24])[CH:6]=[CH:5][CH:4]=[CH:3][CH:2]=1.C1([OH:32])C=CC=CC=1. Product: [C:1]1([O:7][C:8](=[O:25])[NH:9][C:10]2[S:14][N:13]=[C:12]([OH:15])[C:11]=2[C:23](=[O:32])[NH2:24])[CH:6]=[CH:5][CH:4]=[CH:3][CH:2]=1. The catalyst class is: 65. (5) Reactant: [C:1]1(O)[CH:6]=[CH:5][CH:4]=[CH:3][CH:2]=1.[C:8]([O-])([O-])=[O:9].[K+].[K+].[CH2:14](Br)[C:15]1[CH:20]=[CH:19][CH:18]=[CH:17][CH:16]=1. Product: [CH2:8]([O:9][CH2:14][C:15]1[CH:20]=[CH:19][CH:18]=[CH:17][CH:16]=1)[C:1]1[CH:6]=[CH:5][CH:4]=[CH:3][CH:2]=1. The catalyst class is: 21. (6) Reactant: Cl[C:2]1[C:7]2[O:8][C:9]3[CH2:14][CH2:13][N:12]([C:15]([O:17][C:18]([CH3:21])([CH3:20])[CH3:19])=[O:16])[CH2:11][C:10]=3[C:6]=2[CH:5]=[C:4]([S:22]([C:25]2[CH:30]=[CH:29][CH:28]=[CH:27][CH:26]=2)(=[O:24])=[O:23])[CH:3]=1.[C:31](=O)([O-])[O-].[K+].[K+]. Product: [CH3:31][C:2]1[C:7]2[O:8][C:9]3[CH2:14][CH2:13][N:12]([C:15]([O:17][C:18]([CH3:21])([CH3:20])[CH3:19])=[O:16])[CH2:11][C:10]=3[C:6]=2[CH:5]=[C:4]([S:22]([C:25]2[CH:26]=[CH:27][CH:28]=[CH:29][CH:30]=2)(=[O:24])=[O:23])[CH:3]=1. The catalyst class is: 127. (7) Reactant: CC(OI1(OC(C)=O)(OC(C)=O)OC(=O)C2C=CC=CC1=2)=O.[CH2:23]([O:30][C:31]1[CH:36]=[CH:35][C:34]([CH:37]([C:40]2[CH:45]=[CH:44][CH:43]=[CH:42][C:41]=2[F:46])[CH2:38][OH:39])=[CH:33][CH:32]=1)[C:24]1[CH:29]=[CH:28][CH:27]=[CH:26][CH:25]=1.C(OCC)C. Product: [CH2:23]([O:30][C:31]1[CH:36]=[CH:35][C:34]([CH:37]([C:40]2[CH:45]=[CH:44][CH:43]=[CH:42][C:41]=2[F:46])[CH:38]=[O:39])=[CH:33][CH:32]=1)[C:24]1[CH:25]=[CH:26][CH:27]=[CH:28][CH:29]=1. The catalyst class is: 2. (8) Reactant: B1([O-])OO1.[OH2:5].O.O.O.[Na+].[C:10]([O:14][C:15]([C@H:17]([CH2:21][S:22][CH2:23][C:24]1[CH:29]=[CH:28][C:27]([C:30]2[CH:35]=[CH:34][C:33]([C:36]3[C:41]4[O:42][C:43]5[CH:48]=[CH:47][CH:46]=[CH:45][C:44]=5[C:40]=4[CH:39]=[CH:38][CH:37]=3)=[CH:32][CH:31]=2)=[CH:26][CH:25]=1)[C:18]([OH:20])=[O:19])=[O:16])([CH3:13])([CH3:12])[CH3:11]. Product: [C:10]([O:14][C:15]([C@H:17]([CH2:21][S:22]([CH2:23][C:24]1[CH:25]=[CH:26][C:27]([C:30]2[CH:35]=[CH:34][C:33]([C:36]3[C:41]4[O:42][C:43]5[CH:48]=[CH:47][CH:46]=[CH:45][C:44]=5[C:40]=4[CH:39]=[CH:38][CH:37]=3)=[CH:32][CH:31]=2)=[CH:28][CH:29]=1)=[O:5])[C:18]([OH:20])=[O:19])=[O:16])([CH3:13])([CH3:11])[CH3:12]. The catalyst class is: 342. (9) Reactant: Cl.[NH2:2][CH2:3][CH2:4][N:5]([CH3:32])[C:6]([C:8]1[N:9]([CH2:25][C:26]2[CH:31]=[CH:30][CH:29]=[CH:28][CH:27]=2)[C:10]([C:21]([F:24])([F:23])[F:22])=[C:11]([CH3:20])[C:12]=1[C:13]1[CH:18]=[CH:17][C:16]([Cl:19])=[CH:15][CH:14]=1)=[O:7].CCN(CC)CC.[C:40](Cl)(=[O:42])[CH3:41]. Product: [C:40]([NH:2][CH2:3][CH2:4][N:5]([CH3:32])[C:6]([C:8]1[N:9]([CH2:25][C:26]2[CH:27]=[CH:28][CH:29]=[CH:30][CH:31]=2)[C:10]([C:21]([F:23])([F:24])[F:22])=[C:11]([CH3:20])[C:12]=1[C:13]1[CH:14]=[CH:15][C:16]([Cl:19])=[CH:17][CH:18]=1)=[O:7])(=[O:42])[CH3:41]. The catalyst class is: 326.